Predict the product of the given reaction. From a dataset of Forward reaction prediction with 1.9M reactions from USPTO patents (1976-2016). Given the reactants [CH2:1]([O:8][C:9]1[CH:10]=[C:11]([CH:14]=[C:15]([O:25][CH2:26][CH2:27][CH2:28][CH2:29][CH2:30][CH2:31][CH3:32])[C:16]=1[O:17][CH2:18][CH2:19][CH2:20][CH2:21][CH2:22][CH2:23][CH3:24])[CH2:12][OH:13])[CH2:2][CH2:3][CH2:4][CH2:5][CH2:6][CH3:7].S([O-])([O-])(=O)=O.[Mg+2], predict the reaction product. The product is: [CH2:26]([O:25][C:15]1[CH:14]=[C:11]([CH:10]=[C:9]([O:8][CH2:1][CH2:2][CH2:3][CH2:4][CH2:5][CH2:6][CH3:7])[C:16]=1[O:17][CH2:18][CH2:19][CH2:20][CH2:21][CH2:22][CH2:23][CH3:24])[CH:12]=[O:13])[CH2:27][CH2:28][CH2:29][CH2:30][CH2:31][CH3:32].